Task: Predict which catalyst facilitates the given reaction.. Dataset: Catalyst prediction with 721,799 reactions and 888 catalyst types from USPTO (1) Reactant: [C:1]([O:5][C:6]([NH:8][CH:9]([CH2:16]OS(C)(=O)=O)[C:10]([O:12][CH:13]([CH3:15])[CH3:14])=[O:11])=[O:7])([CH3:4])([CH3:3])[CH3:2].[I-:22].[Na+]. Product: [C:1]([O:5][C:6]([NH:8][CH:9]([CH2:16][I:22])[C:10]([O:12][CH:13]([CH3:15])[CH3:14])=[O:11])=[O:7])([CH3:4])([CH3:3])[CH3:2]. The catalyst class is: 21. (2) Reactant: [OH:1][C:2]1[C:11](=[O:12])[N:10]2[C:5]([C:6]([CH3:14])([CH3:13])[O:7][CH2:8][CH2:9]2)=[N:4][C:3]=1[C:15]([O:17]CC)=O.C(N(CC)CC)C.[F:27][C:28]1[CH:35]=[CH:34][C:31]([CH2:32][NH2:33])=[CH:30][CH:29]=1. Product: [F:27][C:28]1[CH:35]=[CH:34][C:31]([CH2:32][NH:33][C:15]([C:3]2[N:4]=[C:5]3[N:10]([C:11](=[O:12])[C:2]=2[OH:1])[CH2:9][CH2:8][O:7][C:6]3([CH3:13])[CH3:14])=[O:17])=[CH:30][CH:29]=1. The catalyst class is: 8. (3) Reactant: [N:1]([C:4]1[CH:19]=[CH:18][C:7]([C:8]([NH:10][CH2:11][C:12]2[CH:17]=[CH:16][CH:15]=[CH:14][CH:13]=2)=[O:9])=[CH:6][CH:5]=1)=[N+:2]=[N-:3].O=[C:21]([CH2:28][CH2:29][CH3:30])[CH2:22][C:23]([O:25]CC)=[O:24].[O-]CC.[Na+].O. Product: [CH2:11]([NH:10][C:8]([C:7]1[CH:18]=[CH:19][C:4]([N:1]2[C:21]([CH2:28][CH2:29][CH3:30])=[C:22]([C:23]([OH:25])=[O:24])[N:3]=[N:2]2)=[CH:5][CH:6]=1)=[O:9])[C:12]1[CH:17]=[CH:16][CH:15]=[CH:14][CH:13]=1. The catalyst class is: 8.